Dataset: Experimentally validated miRNA-target interactions with 360,000+ pairs, plus equal number of negative samples. Task: Binary Classification. Given a miRNA mature sequence and a target amino acid sequence, predict their likelihood of interaction. (1) The miRNA is hsa-miR-8083 with sequence CAGGACUUGACGGCUGCAACU. The protein sequence of the target gene is MFPRGAEAQDWHLDMQLTGKVVLSAAALLLVTVAYRLYKSRPAPAQRWGGNGQAEAKEEAEGSGQPAVQEASPGVLLRGPRRRRSSKRAEAPQGCSCENPRGPYVLVTGATSTDRKPQRKGSGEERGGQGSDSEQVPPCCPSQETRTAVGSNPDPPHFPRLGSEPKSSPAGLIAAADGSCAGGEPSPWQDSKPREHPGLGQLEPPHCHYVAPLQGSSDMNQSWVFTRVIGVSREEAGALEAASDVDLTLHQQEGAPNSSYTFSSIARVRMEEHFIQKAEGVEPRLKGKVYDYYVESTSQA.... Result: 0 (no interaction). (2) The miRNA is hsa-miR-4635 with sequence UCUUGAAGUCAGAACCCGCAA. The protein sequence of the target gene is MDQNEHSHWGPHAKGQCASRSELRIILVGKTGTGKSAAGNSILRKQAFESKLGSQTLTKTCSKSQGSWGNREIVIIDTPDMFSWKDHCEALYKEVQRCYLLSAPGPHVLLLVTQLGRYTSQDQQAAQRVKEIFGEDAMGHTIVLFTHKEDLNGGSLMDYMHDSDNKALSKLVAACGGRICAFNNRAEGSNQDDQVKELMDCIEDLLMEKNGDHYTNGLYSLIQRSKCGPVGSDERVKEFKQSLIKYMETQRSYTALAEANCLKGALIKTQLCVLFCIQLFLRLIILWLCILHSMCNLFCC.... Result: 0 (no interaction). (3) The miRNA is mmu-miR-107-3p with sequence AGCAGCAUUGUACAGGGCUAUCA. The protein sequence of the target gene is MEKDSLSRADQQYECVAEIGEGAYGKVFKARDLKNGGRFVALKRVRVQTSEEGMPLSTIREVAVLRHLETFEHPNVVRLFDVCTVSRTDRETKLTLVFEHVDQDLTTYLDKVPEPGVPTETIKDMMFQLLRGLDFLHSHRVVHRDLKPQNILVTSSGQIKLADFGLARIYSFQMALTSVVVTLWYRAPEVLLQSSYATPVDLWSVGCIFAEMFRRKPLFRGSSDVDQLGKILDIIGLPGEEDWPRDVALPRQAFHSKSAQPIEKFVTDIDELGKDLLLKCLTFNPAKRISAYGALNHPYF.... Result: 1 (interaction). (4) The miRNA is hsa-miR-128-3p with sequence UCACAGUGAACCGGUCUCUUU. The protein sequence of the target gene is MSAEAADREAATSSRPCTPPQTCWFEFLLEESLLEKHLRKPCPDPAPVQLIVQFLEQASKPSVNEQNQVQPPPDNKRNRILKLLALKVAAHLKWDLDILEKSLSVPVLNMLLNELLCISKVPPGTKHVDMDLATLPPTTAMAVLLYNRWAIRTIVQSSFPVKQAKPGPPQLSVMNQMQQEKELTENILKVLKEQAADSILVLEAALKLNKDLYVHTMRTLDLLAMEPGMVNGETESSTAGLKVKTEEMQCQVCYDLGAAYFQQGSTNSAVYENAREKFFRTKELIAEIGSLSLHCTIDEK.... Result: 1 (interaction). (5) Result: 0 (no interaction). The protein sequence of the target gene is MGAPLAAALGALHYLALFLQLGGATRPAGHAPWDNHVSGHALFTETPHDMTARTGEDVEMACSFRGSGSPSYSLEIQWWYLRSHRDWTDKQTWASNQLKASQQEDSGKDATKISVVKVVGSNISHKLRLSRVKPTDEGTYECRVIDFSDGGRGVPRVLCLLIPLPAPPRAPRPRGQPPGEEPGRGPTLLFLIILPGTGSGTPREAEPHQPHAGGCPARQS. The miRNA is cel-miR-57-5p with sequence UACCCUGUAGAUCGAGCUGUGUGU. (6) The miRNA is mmu-miR-466a-3p with sequence UAUACAUACACGCACACAUAAGA. The protein sequence of the target gene is MRSIRSFANDDRHVMVKHSTIYPSPEELEAVQNMVSTVECALKHVSDWLDETNKGTKPEGETEVKKDEAVENYSKDQGGRTLCGVMRIGLVAKGLLIKDDMDLELVLMCKDKPTETLLNTVKDNLPIQIQKLTEEKYQVEQCINEASIIIRNTKEPTLTLKVILTSPLIRDELEKKDGENVMMKDPPDLLDRQKCLNALASLRHAKWFQARANGLKSCVIVLRILRDLCNRVPTWAPLKGWPLELICEKSIGTCNRPLGAGEALRRVMECLASGILLPGGPGLHDPCERDPTDALSYMTT.... Result: 1 (interaction). (7) The miRNA is hsa-miR-484 with sequence UCAGGCUCAGUCCCCUCCCGAU. The protein sequence of the target gene is MSIGVPIKVLHEAEGHIVTCETNTGEVYRGKLIEAEDNMNCQMSNITVTYRDGRVAQLEQVYIRGSKIRFLILPDMLKNAPMLKSMKNKNQGSGAGRGKAAILKAQVAARGRGRGMGRGNIFQKRR. Result: 1 (interaction).